From a dataset of Reaction yield outcomes from USPTO patents with 853,638 reactions. Predict the reaction yield, written as a fraction of the theoretical maximum amount of product (1.0 means a 100% yield; for example, 0.34 means a 34% yield). (1) The reactants are Br[C:2]1[CH:3]=[C:4]2[C:10]([CH3:11])=[N:9][N:8]([CH:12]3[CH2:17][CH2:16][CH2:15][CH2:14][O:13]3)[C:5]2=[CH:6][N:7]=1.[N:18]1[CH:23]=[C:22](B(O)O)[CH:21]=[N:20][CH:19]=1.C([O-])(=O)C.[K+].O. The catalyst is C(=O)([O-])[O-].[Na+].[Na+].C1C=CC(P(C2C=CC=CC=2)[C-]2C=CC=C2)=CC=1.C1C=CC(P(C2C=CC=CC=2)[C-]2C=CC=C2)=CC=1.Cl[Pd]Cl.[Fe+2].C(#N)C. The product is [CH3:11][C:10]1[C:4]2[C:5](=[CH:6][N:7]=[C:2]([C:19]3[N:20]=[CH:21][CH:22]=[CH:23][N:18]=3)[CH:3]=2)[N:8]([CH:12]2[CH2:17][CH2:16][CH2:15][CH2:14][O:13]2)[N:9]=1. The yield is 0.955. (2) The reactants are Br[C:2]1[C:10]([O:11][CH3:12])=[CH:9][C:8]([O:13][CH3:14])=[C:7]2[C:3]=1[CH2:4][N:5]([CH2:16][C:17]1[CH:22]=[CH:21][C:20]([O:23][C:24]([F:27])([F:26])[F:25])=[CH:19][CH:18]=1)[C:6]2=[O:15].C([SnH](CCCC)CCCC)CCC.[F-].[K+]. The catalyst is C1C=CC=CC=1. The product is [CH3:12][O:11][C:10]1[CH:2]=[C:3]2[C:7](=[C:8]([O:13][CH3:14])[CH:9]=1)[C:6](=[O:15])[N:5]([CH2:16][C:17]1[CH:18]=[CH:19][C:20]([O:23][C:24]([F:26])([F:27])[F:25])=[CH:21][CH:22]=1)[CH2:4]2. The yield is 0.640. (3) The reactants are [Br:1][C:2]1[C:3]([CH2:18][C:19]2[CH:24]=[CH:23][C:22]([Cl:25])=[C:21]([Cl:26])[CH:20]=2)=[C:4]([C:13]([O:15]CC)=[O:14])[S:5][C:6]=1[N:7]1[CH2:12][CH2:11][O:10][CH2:9][CH2:8]1.[OH-].[Na+].Cl. The catalyst is C1COCC1.CO.O. The product is [Br:1][C:2]1[C:3]([CH2:18][C:19]2[CH:24]=[CH:23][C:22]([Cl:25])=[C:21]([Cl:26])[CH:20]=2)=[C:4]([C:13]([OH:15])=[O:14])[S:5][C:6]=1[N:7]1[CH2:12][CH2:11][O:10][CH2:9][CH2:8]1. The yield is 0.900. (4) The reactants are [CH2:1]([O:3][C:4]([C:6]12[CH2:13][CH2:12][C:9]([NH:14][CH2:15][C:16]([N:18]3[CH2:22][C@@H:21]([F:23])[CH2:20][C@H:19]3[C:24]([NH2:26])=O)=[O:17])([CH2:10][CH2:11]1)[CH2:8][CH2:7]2)=[O:5])[CH3:2].FC(F)(F)C(O)=O.FC(F)(F)C(OC(=O)C(F)(F)F)=O.C(=O)([O-])[O-].[K+].[K+]. The catalyst is CN(C)C=O. The product is [CH2:1]([O:3][C:4]([C:6]12[CH2:13][CH2:12][C:9]([NH:14][CH2:15][C:16]([N:18]3[CH2:22][C@@H:21]([F:23])[CH2:20][C@H:19]3[C:24]#[N:26])=[O:17])([CH2:10][CH2:11]1)[CH2:8][CH2:7]2)=[O:5])[CH3:2]. The yield is 0.810. (5) The reactants are Cl[C:2]1[CH:3]=[C:4]([CH:9]=[CH:10][CH:11]=1)[C:5]([O:7]O)=O.[N:12]1([C:18]([O-:20])=O)[CH2:17][CH2:16][CH:15]=[CH:14][CH2:13]1.CC[O:23]CC. The catalyst is C(Cl)Cl. The product is [CH:14]12[O:23][CH:15]1[CH2:16][CH2:17][N:12]([C:18]([O:7][CH2:5][C:4]1[CH:3]=[CH:2][CH:11]=[CH:10][CH:9]=1)=[O:20])[CH2:13]2. The yield is 0.990. (6) The reactants are [N:1]12[CH2:8][CH2:7][CH:4]([CH2:5][CH2:6]1)[C@@H:3]([O:9][C:10]1[N:15]=[N:14][C:13]([C:16]3[CH:17]=[C:18]4[C:22](=[CH:23][CH:24]=3)[NH:21][CH:20]=[C:19]4[CH2:25][N:26]([CH3:28])[CH3:27])=[CH:12][CH:11]=1)[CH2:2]2.[C:29]([OH:36])(=[O:35])/[CH:30]=[CH:31]/[C:32]([OH:34])=[O:33]. The catalyst is CCOC(C)=O.CO. The product is [C:29]([OH:36])(=[O:35])/[CH:30]=[CH:31]/[C:32]([OH:34])=[O:33].[C:29]([OH:36])(=[O:35])/[CH:30]=[CH:31]/[C:32]([OH:34])=[O:33].[N:1]12[CH2:8][CH2:7][CH:4]([CH2:5][CH2:6]1)[C@@H:3]([O:9][C:10]1[N:15]=[N:14][C:13]([C:16]3[CH:17]=[C:18]4[C:22](=[CH:23][CH:24]=3)[NH:21][CH:20]=[C:19]4[CH2:25][N:26]([CH3:28])[CH3:27])=[CH:12][CH:11]=1)[CH2:2]2. The yield is 0.530. (7) The reactants are [Cl:1][C:2]1[CH:10]=[C:9]([C:11]([F:14])([F:13])[F:12])[C:5]([C:6]([NH2:8])=O)=[CH:4][N:3]=1.O=P(Cl)(Cl)Cl. No catalyst specified. The product is [Cl:1][C:2]1[CH:10]=[C:9]([C:11]([F:12])([F:13])[F:14])[C:5]([C:6]#[N:8])=[CH:4][N:3]=1. The yield is 0.860. (8) The reactants are [C:1]([C:4]1[C:5](I)=[N:6][N:7]2[CH2:12][CH2:11][N:10]([C:13]([O:15][C:16]([CH3:19])([CH3:18])[CH3:17])=[O:14])[CH2:9][C:8]=12)(=[O:3])[NH2:2].[Cl:21][C:22]1[CH:23]=[C:24](B(O)O)[CH:25]=[CH:26][CH:27]=1.[O-]P([O-])([O-])=O.[K+].[K+].[K+]. The catalyst is O1CCOCC1.O.C1C=CC(P(C2C=CC=CC=2)[C-]2C=CC=C2)=CC=1.C1C=CC(P(C2C=CC=CC=2)[C-]2C=CC=C2)=CC=1.Cl[Pd]Cl.[Fe+2].C(Cl)Cl. The product is [C:1]([C:4]1[C:5]([C:26]2[CH:25]=[CH:24][CH:23]=[C:22]([Cl:21])[CH:27]=2)=[N:6][N:7]2[CH2:12][CH2:11][N:10]([C:13]([O:15][C:16]([CH3:19])([CH3:18])[CH3:17])=[O:14])[CH2:9][C:8]=12)(=[O:3])[NH2:2]. The yield is 0.790. (9) The reactants are [CH2:1]([O:8][C@H:9]1[C@H:16]([O:17][CH2:18][C:19]2[CH:24]=[CH:23][CH:22]=[CH:21][CH:20]=2)[C@@H:15]([CH2:25][O:26][CH2:27][C:28]2[CH:33]=[CH:32][C:31]([Cl:34])=[CH:30][CH:29]=2)[O:14][C@@H:11]([O:12][CH3:13])[C@@H:10]1[OH:35])[C:2]1[CH:7]=[CH:6][CH:5]=[CH:4][CH:3]=1.[C:36](OC(=O)C)(=[O:38])[CH3:37]. The catalyst is C(Cl)Cl.CN(C1C=CN=CC=1)C. The product is [C:36]([O:35][C@@H:10]1[C@@H:9]([O:8][CH2:1][C:2]2[CH:7]=[CH:6][CH:5]=[CH:4][CH:3]=2)[C@H:16]([O:17][CH2:18][C:19]2[CH:24]=[CH:23][CH:22]=[CH:21][CH:20]=2)[C@@H:15]([CH2:25][O:26][CH2:27][C:28]2[CH:29]=[CH:30][C:31]([Cl:34])=[CH:32][CH:33]=2)[O:14][C@H:11]1[O:12][CH3:13])(=[O:38])[CH3:37]. The yield is 0.890. (10) The reactants are ClC([O:4][CH2:5][CH3:6])=O.[CH2:7]([N:14]([CH2:27][C:28]1[CH:33]=[CH:32][CH:31]=[CH:30][CH:29]=1)[C:15]1[CH:16]=[C:17](/[CH:22]=[CH:23]/C(O)=O)C=[C:19]([F:21])[CH:20]=1)[C:8]1[CH:13]=[CH:12][CH:11]=[CH:10][CH:9]=1.C([N:36](CC)CC)C.[N-]=[N+]=[N-].[Na+]. The catalyst is CC(C)=O.O. The product is [CH2:7]([N:14]([CH2:27][C:28]1[CH:33]=[CH:32][CH:31]=[CH:30][CH:29]=1)[C:15]1[CH:16]=[C:17]2[C:6](=[C:19]([F:21])[CH:20]=1)[C:5](=[O:4])[NH:36][CH:23]=[CH:22]2)[C:8]1[CH:13]=[CH:12][CH:11]=[CH:10][CH:9]=1. The yield is 0.830.